Dataset: Forward reaction prediction with 1.9M reactions from USPTO patents (1976-2016). Task: Predict the product of the given reaction. (1) Given the reactants Cl.[CH3:2][O:3][NH2:4].[C:5]([C:8]1[C:16]2[S:15][C:14]([NH:17][C:18](=[O:22])[NH:19][CH2:20][CH3:21])=[N:13][C:12]=2[CH:11]=[C:10]([C:23]2[CH:24]=[N:25][C:26]([N:29]3[CH2:34][CH2:33][C:32]([CH3:40])([C:35]([O:37][CH2:38][CH3:39])=[O:36])[CH2:31][CH2:30]3)=[N:27][CH:28]=2)[CH:9]=1)(=O)[CH3:6], predict the reaction product. The product is: [CH2:20]([NH:19][C:18]([NH:17][C:14]1[S:15][C:16]2[C:8](/[C:5](/[CH3:6])=[N:4]/[O:3][CH3:2])=[CH:9][C:10]([C:23]3[CH:28]=[N:27][C:26]([N:29]4[CH2:30][CH2:31][C:32]([CH3:40])([C:35]([O:37][CH2:38][CH3:39])=[O:36])[CH2:33][CH2:34]4)=[N:25][CH:24]=3)=[CH:11][C:12]=2[N:13]=1)=[O:22])[CH3:21]. (2) Given the reactants FC1C=CC(CC(N)=O)=CC=1.C(Cl)(=O)C(Cl)=O.[F:18][C:19]1[CH:24]=[CH:23][C:22]([CH2:25][C:26]([NH:28][C:29](=O)[O:30]C)=[O:27])=[CH:21][CH:20]=1, predict the reaction product. The product is: [F:18][C:19]1[CH:20]=[CH:21][C:22]([CH2:25][C:26]([N:28]=[C:29]=[O:30])=[O:27])=[CH:23][CH:24]=1. (3) Given the reactants [Br:1][C:2]1[CH:7]=[C:6]([N+:8]([O-:10])=[O:9])[CH:5]=[C:4]([Br:11])[C:3]=1[OH:12].[C:13](=[O:16])([O-])[O-].[K+].[K+].BrCCCCCC[C:26]1[CH:36]=[CH:35][CH:34]=[C:28]2[C:29]([NH:31][C:32](=[O:33])[C:27]=12)=O, predict the reaction product. The product is: [Br:1][C:2]1[CH:7]=[C:6]([N+:8]([O-:10])=[O:9])[CH:5]=[C:4]([Br:11])[C:3]=1[O:12][CH2:4][CH2:3][CH2:2][CH2:7][CH2:6][CH2:29][N:31]1[C:32](=[O:33])[C:27]2[C:26](=[CH:36][CH:35]=[CH:34][CH:28]=2)[C:13]1=[O:16]. (4) Given the reactants [F:1][C:2]1[CH:39]=[CH:38][C:5]([CH2:6][N:7]2[C:11]3[CH:12]=[CH:13][CH:14]=[CH:15][C:10]=3[N:9]=[C:8]2[N:16]2[CH2:21][CH2:20][CH:19](C(N)C3N=C(OCC4C=CC=CC=4)C=CN=3)[CH2:18][CH2:17]2)=[CH:4][CH:3]=1.[OH-].[Na+].[C:42]([OH:45])(=O)[CH3:43], predict the reaction product. The product is: [F:1][C:2]1[CH:3]=[CH:4][C:5]([CH2:6][N:7]2[C:11]3[CH:12]=[CH:13][CH:14]=[CH:15][C:10]=3[N:9]=[C:8]2[N:16]2[CH2:17][CH2:18][CH:19]([N:7]([CH3:6])[C:8]3[NH:9][CH:10]=[CH:43][C:42](=[O:45])[N:16]=3)[CH2:20][CH2:21]2)=[CH:38][CH:39]=1.